This data is from Forward reaction prediction with 1.9M reactions from USPTO patents (1976-2016). The task is: Predict the product of the given reaction. Given the reactants [I-].C[P+]([C:16]1[CH:21]=[CH:20][CH:19]=[CH:18][CH:17]=1)([C:16]1[CH:21]=[CH:20][CH:19]=[CH:18][CH:17]=1)[C:16]1[CH:21]=[CH:20][CH:19]=[CH:18][CH:17]=1.[Li][CH2:23]CCC.[O:27]1[CH2:31]CC[CH2:28]1, predict the reaction product. The product is: [CH2:23]=[C:16]1[CH2:17][CH2:18][C:19]2([CH2:31][O:27][CH2:28]2)[CH2:20][CH2:21]1.